From a dataset of Catalyst prediction with 721,799 reactions and 888 catalyst types from USPTO. Predict which catalyst facilitates the given reaction. (1) Reactant: [Sn](Cl)Cl.[N:4]12[CH2:11][CH2:10][CH:7]([CH2:8][CH2:9]1)[C@@H:6]([NH:12][C:13]([C:15]1[O:16][C:17]3[CH:23]=[CH:22][C:21]([N+:24]([O-])=O)=[CH:20][C:18]=3[CH:19]=1)=[O:14])[CH2:5]2.O.[OH-].[Na+]. Product: [N:4]12[CH2:9][CH2:8][CH:7]([CH2:10][CH2:11]1)[C@@H:6]([NH:12][C:13]([C:15]1[O:16][C:17]3[CH:23]=[CH:22][C:21]([NH2:24])=[CH:20][C:18]=3[CH:19]=1)=[O:14])[CH2:5]2. The catalyst class is: 3. (2) Reactant: [CH2:1]([O:8][C:9]1[C:10](=[O:25])[O:11][C@H:12]([C@@H:18]2[CH2:22][O:21]C(C)(C)[O:19]2)[C:13]=1[NH:14][CH2:15][CH2:16][CH3:17])[C:2]1[CH:7]=[CH:6][CH:5]=[CH:4][CH:3]=1.Cl.C(=O)(O)[O-].[Na+]. Product: [CH2:1]([O:8][C:9]1[C:10](=[O:25])[O:11][C@H:12]([C@@H:18]([OH:19])[CH2:22][OH:21])[C:13]=1[NH:14][CH2:15][CH2:16][CH3:17])[C:2]1[CH:7]=[CH:6][CH:5]=[CH:4][CH:3]=1. The catalyst class is: 1. (3) Reactant: [Cl:1][C:2]1[CH:10]=[CH:9][CH:8]=[C:7]([Si:11]([CH3:14])([CH3:13])[CH3:12])[C:3]=1[C:4]([NH2:6])=[O:5].Cl[C:16]1[CH:24]=[CH:23][CH:22]=[C:21]([Si](C)(C)C)[C:17]=1[C:18](Cl)=O.[OH-].[NH4+].C(=O)C1C=CC=CC=1.[NH:39]1[C:43]2[CH:44]=[CH:45][CH:46]=[CH:47][C:42]=2[N:41]=[N:40]1. Product: [N:39]1([CH:18]([C:17]2[CH:21]=[CH:22][CH:23]=[CH:24][CH:16]=2)[NH:6][C:4](=[O:5])[C:3]2[C:7]([Si:11]([CH3:14])([CH3:13])[CH3:12])=[CH:8][CH:9]=[CH:10][C:2]=2[Cl:1])[C:43]2[CH:44]=[CH:45][CH:46]=[CH:47][C:42]=2[N:41]=[N:40]1. The catalyst class is: 11. (4) Reactant: [CH2:1]([NH2:6])[CH2:2][CH2:3][CH2:4][CH3:5].[C:7]1([C:13]([C:39]2[CH:44]=[CH:43][CH:42]=[CH:41][CH:40]=2)([C:33]2[CH:38]=[CH:37][CH:36]=[CH:35][CH:34]=2)[N:14]2[C:18]([C:19]3[CH:24]=[CH:23][CH:22]=[CH:21][C:20]=3[C:25]3[CH:30]=[CH:29][C:28]([CH2:31]Br)=[CH:27][CH:26]=3)=[N:17][N:16]=[N:15]2)[CH:12]=[CH:11][CH:10]=[CH:9][CH:8]=1.[CH3:45][C:46]1[CH:51]=[C:50]([CH3:52])[CH:49]=[C:48]([CH3:53])[C:47]=1[NH:54][C:55](=O)[O:56]C1C=CC=CC=1. Product: [CH2:1]([N:6]([CH2:31][C:28]1[CH:29]=[CH:30][C:25]([C:20]2[CH:21]=[CH:22][CH:23]=[CH:24][C:19]=2[C:18]2[N:14]([C:13]([C:7]3[CH:12]=[CH:11][CH:10]=[CH:9][CH:8]=3)([C:39]3[CH:44]=[CH:43][CH:42]=[CH:41][CH:40]=3)[C:33]3[CH:38]=[CH:37][CH:36]=[CH:35][CH:34]=3)[N:15]=[N:16][N:17]=2)=[CH:26][CH:27]=1)[C:55](=[O:56])[NH:54][C:47]1[C:48]([CH3:53])=[CH:49][C:50]([CH3:52])=[CH:51][C:46]=1[CH3:45])[CH2:2][CH2:3][CH2:4][CH3:5]. The catalyst class is: 66.